Dataset: Catalyst prediction with 721,799 reactions and 888 catalyst types from USPTO. Task: Predict which catalyst facilitates the given reaction. (1) Reactant: [O:1]=[C:2]1[C:10]2[C:5](=[CH:6][CH:7]=[CH:8][CH:9]=2)[C:4](=[O:11])[N:3]1[CH:12]([C:17]1[CH:22]=[CH:21][C:20]([F:23])=[CH:19][CH:18]=1)[CH2:13]C(O)=O.C(N(CC)CC)C.[N:31]12[CH2:38]CN(CC1)CC2.C1(P(N=[N+]=[N-])(C2C=CC=CC=2)=[O:46])C=CC=CC=1.[C:56]([OH:60])([CH3:59])([CH3:58])[CH3:57]. Product: [O:1]=[C:2]1[C:10]2[C:5](=[CH:6][CH:7]=[CH:8][CH:9]=2)[C:4](=[O:11])[N:3]1[CH:12]([C:17]1[CH:22]=[CH:21][C:20]([F:23])=[CH:19][CH:18]=1)[CH2:13][NH:31][C:38](=[O:46])[O:60][C:56]([CH3:59])([CH3:58])[CH3:57]. The catalyst class is: 133. (2) Reactant: [CH2:1]([O:3][C:4]1[CH:5]=[C:6]([C:20]2[CH:25]=[CH:24][C:23]([CH2:26][C:27](O)=[O:28])=[C:22]([F:30])[CH:21]=2)[CH:7]=[N:8][C:9]=1[O:10][CH2:11][C:12]1[CH:17]=[CH:16][C:15]([O:18][CH3:19])=[CH:14][CH:13]=1)[CH3:2].[NH2:31][C:32]1[CH:37]=[CH:36][C:35]([CH2:38][C:39]([F:46])([F:45])[C:40]([O:42][CH2:43][CH3:44])=[O:41])=[C:34]([C:47]([F:50])([F:49])[F:48])[CH:33]=1.C(P1(=O)OP(CCC)(=O)OP(CCC)(=O)O1)CC.CC(=O)OCC. Product: [CH2:1]([O:3][C:4]1[CH:5]=[C:6]([C:20]2[CH:25]=[CH:24][C:23]([CH2:26][C:27]([NH:31][C:32]3[CH:37]=[CH:36][C:35]([CH2:38][C:39]([F:45])([F:46])[C:40]([O:42][CH2:43][CH3:44])=[O:41])=[C:34]([C:47]([F:48])([F:49])[F:50])[CH:33]=3)=[O:28])=[C:22]([F:30])[CH:21]=2)[CH:7]=[N:8][C:9]=1[O:10][CH2:11][C:12]1[CH:13]=[CH:14][C:15]([O:18][CH3:19])=[CH:16][CH:17]=1)[CH3:2]. The catalyst class is: 17. (3) Reactant: C(O[C:6](=O)[N:7]([CH2:9][C:10]1[CH:14]=[C:13]([C:15]2[CH:16]=[CH:17][C:18]([C:21]3[CH:22]=[N:23][C:24]([Cl:27])=[CH:25][CH:26]=3)=[N:19][CH:20]=2)[N:12]([S:28]([C:31]2[CH:32]=[N:33][CH:34]=[CH:35][CH:36]=2)(=[O:30])=[O:29])[CH:11]=1)C)(C)(C)C.C(OCC)(=O)C.Cl. Product: [Cl:27][C:24]1[N:23]=[CH:22][C:21]([C:18]2[CH:17]=[CH:16][C:15]([C:13]3[N:12]([S:28]([C:31]4[CH:32]=[N:33][CH:34]=[CH:35][CH:36]=4)(=[O:30])=[O:29])[CH:11]=[C:10]([CH2:9][NH:7][CH3:6])[CH:14]=3)=[CH:20][N:19]=2)=[CH:26][CH:25]=1. The catalyst class is: 8. (4) Reactant: [F:1][C:2]([F:7])([F:6])[C:3]([O-:5])=[O:4].[C:8]([CH2:11][N+:12]12[CH2:19][CH2:18][CH:15]([CH2:16][CH2:17]1)[C@@H:14]([O:20][C:21](=[O:36])[C:22]([OH:35])([C:29]1[CH:34]=[CH:33][CH:32]=[CH:31][CH:30]=1)[C:23]1[CH:28]=[CH:27][CH:26]=[CH:25][CH:24]=1)[CH2:13]2)([OH:10])=O.CCN(C(C)C)C(C)C.CN(C(ON1N=NC2C=CC=NC1=2)=[N+](C)C)C.F[P-](F)(F)(F)(F)F.Cl.[CH2:71]([C:73]1[CH:74]=[C:75]2[C:79](=[CH:80][C:81]=1[CH2:82][CH3:83])[CH2:78][CH:77]([NH2:84])[CH2:76]2)[CH3:72]. Product: [F:1][C:2]([F:7])([F:6])[C:3]([OH:5])=[O:4].[F:1][C:2]([F:7])([F:6])[C:3]([O-:5])=[O:4].[CH2:82]([C:81]1[CH:80]=[C:79]2[C:75](=[CH:74][C:73]=1[CH2:71][CH3:72])[CH2:76][CH:77]([NH:84][C:8]([CH2:11][N+:12]13[CH2:17][CH2:16][CH:15]([CH2:18][CH2:19]1)[CH:14]([O:20][C:21](=[O:36])[C:22]([OH:35])([C:29]1[CH:34]=[CH:33][CH:32]=[CH:31][CH:30]=1)[C:23]1[CH:24]=[CH:25][CH:26]=[CH:27][CH:28]=1)[CH2:13]3)=[O:10])[CH2:78]2)[CH3:83]. The catalyst class is: 3. (5) Product: [Br:19][C:20]1[N:21]=[C:22]([NH:4][C:47]([C:38]2[CH:37]=[C:36]([C:33]3[CH:34]=[CH:35][C:30]([F:29])=[CH:31][CH:32]=3)[N:40]([CH:41]3[CH2:46][CH2:45][CH2:44][CH2:43][O:42]3)[N:39]=2)=[O:49])[CH:23]=[CH:27][CH:28]=1. The catalyst class is: 59. Reactant: [I-].ClC1C=CC=C[N+:4]=1C.CCN(C(C)C)C(C)C.[Br:19][C:20]1[CH:28]=[CH:27][C:23](C(O)=O)=[CH:22][N:21]=1.[F:29][C:30]1[CH:35]=[CH:34][C:33]([C:36]2[N:40]([CH:41]3[CH2:46][CH2:45][CH2:44][CH2:43][O:42]3)[N:39]=[C:38]([C:47]([OH:49])=O)[CH:37]=2)=[CH:32][CH:31]=1. (6) Reactant: [CH3:1][C@H:2]([OH:7])[CH2:3][CH2:4][CH2:5][CH3:6].C(N(CC)CC)C.[CH3:15][S:16](Cl)(=[O:18])=[O:17].[Cl-].[NH4+]. Product: [CH3:15][S:16]([O:7][C@H:2]([CH2:3][CH2:4][CH2:5][CH3:6])[CH3:1])(=[O:18])=[O:17]. The catalyst class is: 69. (7) Reactant: [O:1]1[CH2:6][CH2:5][O:4][C:3]2[CH:7]=[C:8]([C:11]([OH:13])=O)[CH:9]=[CH:10][C:2]1=2.CN(C(ON1N=NC2C1=CC=CC=2)=[N+](C)C)C.F[P-](F)(F)(F)(F)F.C(N(C(C)C)CC)(C)C.Cl.[N:48]12[CH2:55][CH2:54][CH:51]([CH2:52][CH2:53]1)[C@@H:50]([NH2:56])[CH2:49]2. Product: [N:48]12[CH2:55][CH2:54][CH:51]([CH2:52][CH2:53]1)[C@@H:50]([NH:56][C:11]([C:8]1[CH:9]=[CH:10][C:2]3[O:1][CH2:6][CH2:5][O:4][C:3]=3[CH:7]=1)=[O:13])[CH2:49]2. The catalyst class is: 22.